Predict which catalyst facilitates the given reaction. From a dataset of Catalyst prediction with 721,799 reactions and 888 catalyst types from USPTO. (1) Reactant: [Br:1][C:2]1[CH:3]=[C:4]([C:9]2[CH:14]=[CH:13][CH:12]=[CH:11][CH:10]=2)[CH:5]=[CH:6][C:7]=1[OH:8].C(=O)([O-])[O-].[K+].[K+].C(Br)C=C.[CH2:25]([O:28]CC=C)[CH:26]=[CH2:27].C(C1C=C(C2C=CC=CC=2)C=C(Br)C=1O)C=C.ClC1C=C(C=CC=1)C(OO)=O. Product: [Br:1][C:2]1[C:7]2[O:8][CH:26]([CH2:25][OH:28])[CH2:27][C:6]=2[CH:5]=[C:4]([C:9]2[CH:14]=[CH:13][CH:12]=[CH:11][CH:10]=2)[CH:3]=1. The catalyst class is: 728. (2) Reactant: [Br:1][CH2:2][C:3](Br)=[O:4].[NH2:6][CH:7]([P:16](=[O:23])([O:20][CH2:21][CH3:22])[O:17][CH2:18][CH3:19])[P:8](=[O:15])([O:12][CH2:13][CH3:14])[O:9][CH2:10][CH3:11].N1C=CC=CC=1. Product: [Br:1][CH2:2][C:3]([NH:6][CH:7]([P:8](=[O:15])([O:9][CH2:10][CH3:11])[O:12][CH2:13][CH3:14])[P:16](=[O:23])([O:20][CH2:21][CH3:22])[O:17][CH2:18][CH3:19])=[O:4]. The catalyst class is: 2. (3) Product: [Cl-:19].[CH3:13][O:14][CH2:15][CH2:16][O:17][CH2:18][N:6]1[CH:7]=[CH:8][CH:9]=[C:4]2[C:3]([CH3:12])([CH3:11])[CH:2]([CH3:1])[NH+:10]=[C:5]12. The catalyst class is: 13. Reactant: [CH3:1][C:2]1[C:3]([CH3:12])([CH3:11])[C:4]2[C:5]([N:10]=1)=[N:6][CH:7]=[CH:8][CH:9]=2.[CH3:13][O:14][CH2:15][CH2:16][O:17][CH2:18][Cl:19]. (4) Reactant: [F:1][C:2]1[CH:7]=[CH:6][C:5]([C:8]([F:11])([F:10])[F:9])=[CH:4][C:3]=1[NH:12][C:13](=[O:22])[C:14]1[CH:19]=[CH:18][C:17]([CH3:20])=[C:16](I)[CH:15]=1.[CH3:23][OH:24].C(N(CC)CC)C.C1(P(C2C=CC=CC=2)CCCP(C2C=CC=CC=2)C2C=CC=CC=2)C=CC=CC=1.CN([CH:64]=[O:65])C. Product: [F:1][C:2]1[CH:7]=[CH:6][C:5]([C:8]([F:11])([F:10])[F:9])=[CH:4][C:3]=1[NH:12][C:13]([C:14]1[CH:19]=[CH:18][C:17]([CH3:20])=[C:16]([CH:15]=1)[C:23]([O:65][CH3:64])=[O:24])=[O:22]. The catalyst class is: 167.